From a dataset of Peptide-MHC class I binding affinity with 185,985 pairs from IEDB/IMGT. Regression. Given a peptide amino acid sequence and an MHC pseudo amino acid sequence, predict their binding affinity value. This is MHC class I binding data. (1) The peptide sequence is NKWRMLIDFRE. The MHC is Mamu-B08 with pseudo-sequence Mamu-B08. The binding affinity (normalized) is 0.211. (2) The peptide sequence is RYSIFFDY. The MHC is HLA-A66:01 with pseudo-sequence HLA-A66:01. The binding affinity (normalized) is 0.213. (3) The peptide sequence is AVRHFPRIW. The MHC is HLA-A02:03 with pseudo-sequence HLA-A02:03. The binding affinity (normalized) is 0. (4) The peptide sequence is IYDYLRLLY. The MHC is HLA-A03:01 with pseudo-sequence HLA-A03:01. The binding affinity (normalized) is 0.0847. (5) The peptide sequence is AIPYFYKGK. The MHC is HLA-B15:01 with pseudo-sequence HLA-B15:01. The binding affinity (normalized) is 0.0847. (6) The peptide sequence is PIQKETWETW. The MHC is HLA-B07:02 with pseudo-sequence HLA-B07:02. The binding affinity (normalized) is 0. (7) The peptide sequence is YIGGTTQAF. The MHC is HLA-B46:01 with pseudo-sequence HLA-B46:01. The binding affinity (normalized) is 0.224.